This data is from Forward reaction prediction with 1.9M reactions from USPTO patents (1976-2016). The task is: Predict the product of the given reaction. (1) Given the reactants C([O:5][C:6]([CH:8]1[CH:12]([C:13]2[CH:18]=[CH:17][CH:16]=[C:15]([Cl:19])[CH:14]=2)[C:11]([C:22]2[CH:27]=[CH:26][C:25]([Cl:28])=[CH:24][CH:23]=2)([C:20]#[N:21])[C:10]([CH2:31][CH3:32])([CH2:29][CH3:30])[NH:9]1)=[O:7])(C)(C)C.[F:33][C:34]([F:39])([F:38])[C:35]([OH:37])=[O:36], predict the reaction product. The product is: [F:33][C:34]([F:39])([F:38])[C:35]([OH:37])=[O:36].[Cl:19][C:15]1[CH:14]=[C:13]([CH:12]2[C:11]([C:22]3[CH:27]=[CH:26][C:25]([Cl:28])=[CH:24][CH:23]=3)([C:20]#[N:21])[C:10]([CH2:29][CH3:30])([CH2:31][CH3:32])[NH:9][CH:8]2[C:6]([OH:7])=[O:5])[CH:18]=[CH:17][CH:16]=1. (2) Given the reactants [CH3:1][N:2]1[CH:6]([C:7]([O:9][C:10]([CH3:13])([CH3:12])[CH3:11])=[O:8])[CH2:5][NH:4][C:3]1=[O:14].Br[C:16]1[C:17]([Cl:22])=[N:18][CH:19]=[CH:20][CH:21]=1.C(=O)([O-])[O-].[Cs+].[Cs+].CC1(C)C2C(=C(P(C3C=CC=CC=3)C3C=CC=CC=3)C=CC=2)OC2C(P(C3C=CC=CC=3)C3C=CC=CC=3)=CC=CC1=2, predict the reaction product. The product is: [Cl:22][C:17]1[C:16]([N:4]2[CH2:5][CH:6]([C:7]([O:9][C:10]([CH3:11])([CH3:13])[CH3:12])=[O:8])[N:2]([CH3:1])[C:3]2=[O:14])=[CH:21][CH:20]=[CH:19][N:18]=1. (3) Given the reactants C(OC([N:8]1[CH2:17][CH2:16][C:15]2[C:10](=[CH:11][CH:12]=[C:13]([O:18][CH2:19][CH2:20][CH2:21][N:22]3[CH2:27][CH2:26][CH2:25][CH2:24][CH2:23]3)[CH:14]=2)[CH2:9]1)=O)(C)(C)C.[ClH:28].O1CCOCC1, predict the reaction product. The product is: [ClH:28].[ClH:28].[N:22]1([CH2:21][CH2:20][CH2:19][O:18][C:13]2[CH:14]=[C:15]3[C:10](=[CH:11][CH:12]=2)[CH2:9][NH:8][CH2:17][CH2:16]3)[CH2:27][CH2:26][CH2:25][CH2:24][CH2:23]1. (4) Given the reactants [CH3:1][N:2]([CH2:4][CH2:5][N:6]1[C:20](=[O:21])[C:15]2=[CH:16][C:17]([NH2:19])=[CH:18][C:13]3[C:14]2=[C:9]([CH:10]=[CH:11][CH:12]=3)[C:7]1=[O:8])[CH3:3].[OH:22][C:23]1[CH:30]=[CH:29][C:28]([OH:31])=[CH:27][C:24]=1[CH:25]=O, predict the reaction product. The product is: [CH3:3][N:2]([CH3:1])[CH2:4][CH2:5][N:6]1[C:20](=[O:21])[C:15]2[CH:16]=[C:17](/[N:19]=[CH:25]\[C:24]3[CH:27]=[C:28]([OH:31])[CH:29]=[CH:30][C:23]=3[OH:22])[CH:18]=[C:13]3[C:14]=2[C:9](=[CH:10][CH:11]=[CH:12]3)[C:7]1=[O:8]. (5) The product is: [C:12]([O:11][C:9]([NH:16][C@H:17]([C:18]([OH:20])=[O:19])[CH2:21][C:22]1[CH:23]=[CH:24][C:25]([B:28]([OH:30])[OH:29])=[CH:26][CH:27]=1)=[O:10])([CH3:13])([CH3:14])[CH3:15]. Given the reactants [C:12]([O:11][C:9](O[C:9]([O:11][C:12]([CH3:15])([CH3:14])[CH3:13])=[O:10])=[O:10])([CH3:15])([CH3:14])[CH3:13].[NH2:16][C@@H:17]([CH2:21][C:22]1[CH:27]=[CH:26][C:25]([B:28]([OH:30])[OH:29])=[CH:24][CH:23]=1)[C:18]([OH:20])=[O:19], predict the reaction product. (6) Given the reactants Br[C:2]1[CH:3]=[C:4]([NH:9][C:10](=[O:14])[CH:11]([CH3:13])[CH3:12])[CH:5]=[CH:6][C:7]=1[CH3:8].CC1(C)C(C)(C)OB([C:23]2[CH2:24][CH2:25][N:26]([C:29]([O:31][C:32]([CH3:35])([CH3:34])[CH3:33])=[O:30])[CH2:27][CH:28]=2)O1, predict the reaction product. The product is: [C:10]([NH:9][C:4]1[CH:5]=[CH:6][C:7]([CH3:8])=[C:2]([C:23]2[CH2:28][CH2:27][N:26]([C:29]([O:31][C:32]([CH3:35])([CH3:34])[CH3:33])=[O:30])[CH2:25][CH:24]=2)[CH:3]=1)(=[O:14])[CH:11]([CH3:13])[CH3:12]. (7) Given the reactants [CH3:1][O:2][C:3]1[CH:8]=[CH:7][CH:6]=[CH:5][C:4]=1[O:9][C:10](=[CH2:15])[C:11]([O:13]C)=[O:12].O.[OH-].[Li+], predict the reaction product. The product is: [CH3:1][O:2][C:3]1[CH:8]=[CH:7][CH:6]=[CH:5][C:4]=1[O:9][C:10](=[CH2:15])[C:11]([OH:13])=[O:12].